From a dataset of Full USPTO retrosynthesis dataset with 1.9M reactions from patents (1976-2016). Predict the reactants needed to synthesize the given product. (1) Given the product [Cl:1][C:2]1[CH:7]=[C:6]([C:8]2[CH:13]=[CH:12][CH:11]=[CH:10][CH:9]=2)[C:5]([C:14]2[CH:15]=[CH:16][CH:17]=[CH:18][CH:19]=2)=[C:4]([NH2:20])[CH:3]=1, predict the reactants needed to synthesize it. The reactants are: [Cl:1][C:2]1[CH:7]=[C:6]([C:8]2[CH:13]=[CH:12][CH:11]=[CH:10][CH:9]=2)[C:5]([C:14]2[CH:19]=[CH:18][CH:17]=[CH:16][CH:15]=2)=[C:4]([N+:20]([O-])=O)[CH:3]=1.[Cl-].[NH4+].C(O)C. (2) The reactants are: B(F)(F)F.CCOCC.O[C:11]1([CH2:28][C:29]([O:31][CH2:32][CH3:33])=[O:30])[C:17]2[CH:18]=[CH:19][CH:20]=[CH:21][C:16]=2[O:15][C:14]2[CH:22]=[C:23]([O:26][CH3:27])[CH:24]=[CH:25][C:13]=2[CH2:12]1.C([SiH](CC)CC)C. Given the product [CH3:27][O:26][C:23]1[CH:24]=[CH:25][C:13]2[CH2:12][CH:11]([CH2:28][C:29]([O:31][CH2:32][CH3:33])=[O:30])[C:17]3[CH:18]=[CH:19][CH:20]=[CH:21][C:16]=3[O:15][C:14]=2[CH:22]=1, predict the reactants needed to synthesize it.